From a dataset of Forward reaction prediction with 1.9M reactions from USPTO patents (1976-2016). Predict the product of the given reaction. (1) Given the reactants Cl[C:2]1[N:7]=[C:6]([NH:8][C:9]([C:11]2([C:14]3[CH:24]=[CH:23][C:17]4[O:18][C:19]([F:22])([F:21])[O:20][C:16]=4[CH:15]=3)[CH2:13][CH2:12]2)=[O:10])[CH:5]=[C:4]([CH3:25])[CH:3]=1.[CH3:26][O:27][C:28]1[N:33]=[CH:32][C:31](B(O)O)=[C:30]([CH3:37])[CH:29]=1, predict the reaction product. The product is: [F:21][C:19]1([F:22])[O:18][C:17]2[CH:23]=[CH:24][C:14]([C:11]3([C:9]([NH:8][C:6]4[N:7]=[C:2]([C:31]5[CH:32]=[N:33][C:28]([O:27][CH3:26])=[CH:29][C:30]=5[CH3:37])[CH:3]=[C:4]([CH3:25])[CH:5]=4)=[O:10])[CH2:13][CH2:12]3)=[CH:15][C:16]=2[O:20]1. (2) Given the reactants C([O:3][C:4](=O)[C:5]([N:8]1[C:16]2[C:11](=[N:12][CH:13]=[CH:14][CH:15]=2)[N:10]=[CH:9]1)([CH3:7])[CH3:6])C.[BH4-].[Na+], predict the reaction product. The product is: [N:8]1([C:5]([CH3:7])([CH3:6])[CH2:4][OH:3])[C:16]2[C:11](=[N:12][CH:13]=[CH:14][CH:15]=2)[N:10]=[CH:9]1. (3) Given the reactants [Na].F[C:3]1[CH:12]=[C:11]2[C:6]([C:7]([NH:13][C:14]3[CH:19]=[CH:18][C:17]([O:20][C:21]4[CH:26]=[CH:25][CH:24]=[CH:23][CH:22]=4)=[CH:16][CH:15]=3)=[N:8][CH:9]=[N:10]2)=[CH:5][C:4]=1[N+:27]([O-:29])=[O:28].[CH3:30][OH:31], predict the reaction product. The product is: [CH3:30][O:31][C:3]1[CH:12]=[C:11]2[C:6]([C:7]([NH:13][C:14]3[CH:19]=[CH:18][C:17]([O:20][C:21]4[CH:26]=[CH:25][CH:24]=[CH:23][CH:22]=4)=[CH:16][CH:15]=3)=[N:8][CH:9]=[N:10]2)=[CH:5][C:4]=1[N+:27]([O-:29])=[O:28]. (4) Given the reactants C([Li])CCC.[CH3:6][C:7]1[CH:16]=[CH:15][C:14]([CH2:17][N:18]2[CH2:23][CH2:22][N:21]([CH3:24])[CH2:20][CH2:19]2)=[CH:13][C:8]=1[C:9]([NH:11][CH3:12])=O.[Si]([O:32][C:33]1[C:40]([CH3:41])=[CH:39][C:36]([C:37]#[N:38])=[CH:35][C:34]=1[CH3:42])(C(C)(C)C)(C)C, predict the reaction product. The product is: [CH3:41][C:40]1[CH:39]=[C:36]([C:37]2[N:38]=[C:9]([NH:11][CH3:12])[C:8]3[C:7]([CH:6]=2)=[CH:16][CH:15]=[C:14]([CH2:17][N:18]2[CH2:23][CH2:22][N:21]([CH3:24])[CH2:20][CH2:19]2)[CH:13]=3)[CH:35]=[C:34]([CH3:42])[C:33]=1[OH:32]. (5) Given the reactants [CH3:1][C:2]([CH3:31])([CH3:30])[CH2:3][O:4][C:5]1[CH:18]=[CH:17][C:16]2[O:15][C:14]3[C:9](=[CH:10][C:11]([C:19]4[CH:20]=[N:21][CH:22]=[N:23][CH:24]=4)=[CH:12][CH:13]=3)[C:8]3([CH2:28][O:27][C:26]([NH2:29])=[N:25]3)[C:7]=2[CH:6]=1.C(=O)=O, predict the reaction product. The product is: [CH3:1][C:2]([CH3:31])([CH3:30])[CH2:3][O:4][C:5]1[CH:18]=[CH:17][C:16]2[O:15][C:14]3[C:9](=[CH:10][C:11]([C:19]4[CH:20]=[N:21][CH:22]=[N:23][CH:24]=4)=[CH:12][CH:13]=3)[C@:8]3([CH2:28][O:27][C:26]([NH2:29])=[N:25]3)[C:7]=2[CH:6]=1. (6) The product is: [NH2:24][C:21]1[N:22]=[CH:23][C:18]([C:9]2[CH:8]=[C:7]([N:5]3[CH2:6][C@@H:1]4[CH2:29][C@H:4]3[CH2:3][O:2]4)[N:12]=[C:11]([CH2:13][CH:14]=[O:15])[N:10]=2)=[CH:19][C:20]=1[O:25][CH:26]([F:27])[F:28]. Given the reactants [C@H:1]12[CH2:29][C@H:4]([N:5]([C:7]3[N:12]=[C:11](/[CH:13]=[CH:14]/[O:15]CC)[N:10]=[C:9]([C:18]4[CH:19]=[C:20]([O:25][CH:26]([F:28])[F:27])[C:21]([NH2:24])=[N:22][CH:23]=4)[CH:8]=3)[CH2:6]1)[CH2:3][O:2]2, predict the reaction product. (7) The product is: [NH:19]1[C:20]2[CH2:21][NH:22][CH2:23][CH2:24][C:25]=2[C:17]([C:15]([N:12]2[CH2:13][CH2:14][CH:9]([C:4]3[CH:5]=[CH:6][CH:7]=[CH:8][C:3]=3[C:2]([F:34])([F:33])[F:1])[CH2:10][CH2:11]2)=[O:16])=[N:18]1. Given the reactants [F:1][C:2]([F:34])([F:33])[C:3]1[CH:8]=[CH:7][CH:6]=[CH:5][C:4]=1[CH:9]1[CH2:14][CH2:13][N:12]([C:15]([C:17]2[C:25]3[CH2:24][CH2:23][N:22](C(OC(C)(C)C)=O)[CH2:21][C:20]=3[NH:19][N:18]=2)=[O:16])[CH2:11][CH2:10]1.Cl.CO, predict the reaction product.